Dataset: Forward reaction prediction with 1.9M reactions from USPTO patents (1976-2016). Task: Predict the product of the given reaction. (1) The product is: [CH:12]([NH:11][C:8]1[CH:9]=[C:10]2[C:2]([CH:27]=[CH:26][C:25]([NH2:29])=[O:28])=[CH:3][N:4]([S:15]([C:18]3[CH:23]=[CH:22][C:21]([CH3:24])=[CH:20][CH:19]=3)(=[O:17])=[O:16])[C:5]2=[N:6][CH:7]=1)([CH3:14])[CH3:13]. Given the reactants I[C:2]1[C:10]2[C:5](=[N:6][CH:7]=[C:8]([NH:11][CH:12]([CH3:14])[CH3:13])[CH:9]=2)[N:4]([S:15]([C:18]2[CH:23]=[CH:22][C:21]([CH3:24])=[CH:20][CH:19]=2)(=[O:17])=[O:16])[CH:3]=1.[C:25]([NH2:29])(=[O:28])[CH:26]=[CH2:27].C(N(CC)CC)C, predict the reaction product. (2) Given the reactants [H-].[Na+].[CH3:3][CH2:4][O:5][C:6]([CH:8](P(OCC)(OCC)=O)[CH3:9])=[O:7].[Br:18][C:19]1[CH:20]=[N:21][C:22]([N:27]2[CH2:31][CH:30]([CH3:32])[CH:29]([CH3:33])[CH2:28]2)=[C:23]([CH:26]=1)[CH:24]=O, predict the reaction product. The product is: [Br:18][C:19]1[CH:26]=[C:23](/[CH:24]=[C:8](\[CH3:9])/[C:6]([O:5][CH2:4][CH3:3])=[O:7])[C:22]([N:27]2[CH2:31][CH:30]([CH3:32])[CH:29]([CH3:33])[CH2:28]2)=[N:21][CH:20]=1. (3) Given the reactants C[Mg]Cl.[Cl:4][CH2:5][CH2:6][CH2:7][CH2:8][C:9]#[CH:10].[CH:11](OCC)([O:15][CH2:16][CH3:17])[O:12][CH2:13][CH3:14].[Cl-].[NH4+], predict the reaction product. The product is: [Cl:4][CH2:5][CH2:6][CH2:7][CH2:8][C:9]#[C:10][CH:11]([O:15][CH2:16][CH3:17])[O:12][CH2:13][CH3:14]. (4) Given the reactants [CH:1]1([C:6]([C:8]2[CH:9]=[C:10]([C:17]([OH:19])=O)[N:11]([CH2:13][CH2:14][CH2:15][CH3:16])[CH:12]=2)=[O:7])[CH2:5][CH2:4][CH2:3][CH2:2]1.[NH2:20][C:21]1[S:22][CH:23]=[CH:24][N:25]=1, predict the reaction product. The product is: [S:22]1[CH:23]=[CH:24][N:25]=[C:21]1[NH:20][C:17]([C:10]1[N:11]([CH2:13][CH2:14][CH2:15][CH3:16])[CH:12]=[C:8]([C:6]([CH:1]2[CH2:2][CH2:3][CH2:4][CH2:5]2)=[O:7])[CH:9]=1)=[O:19]. (5) Given the reactants [F:1][C:2]([F:34])([O:14][CH2:15][CH2:16][CH2:17][CH2:18][CH2:19][CH2:20][CH2:21][CH2:22][CH2:23][CH2:24][CH2:25][P:26](=[O:33])([O:30]CC)[O:27]CC)[C:3]1[C:8]([F:9])=[C:7]([F:10])[C:6]([F:11])=[C:5]([F:12])[C:4]=1[F:13].Br[Si](C)(C)C.O, predict the reaction product. The product is: [F:34][C:2]([F:1])([O:14][CH2:15][CH2:16][CH2:17][CH2:18][CH2:19][CH2:20][CH2:21][CH2:22][CH2:23][CH2:24][CH2:25][P:26](=[O:27])([OH:33])[OH:30])[C:3]1[C:8]([F:9])=[C:7]([F:10])[C:6]([F:11])=[C:5]([F:12])[C:4]=1[F:13]. (6) Given the reactants [C:1]([CH2:4][C:5](=[O:7])[CH3:6])(=[O:3])[CH3:2].[CH:8]([O-])([O-])[O:9][CH2:10][CH3:11].C(OC(=O)C)(=O)C.CCO, predict the reaction product. The product is: [CH2:10]([O:9][CH:8]=[C:4]([C:5](=[O:7])[CH3:6])[C:1](=[O:3])[CH3:2])[CH3:11]. (7) Given the reactants [Br-:1].[Mg+2].[Br-].S(O[CH2:9][CH2:10][CH2:11][CH2:12][CH2:13]/[CH:14]=[CH:15]\[CH2:16]/[CH:17]=[CH:18]\[CH2:19]/[CH:20]=[CH:21]\[CH2:22][CH2:23][CH2:24][CH2:25][CH3:26])(=O)(=O)C.O, predict the reaction product. The product is: [CH2:9]([Br:1])[CH2:10][CH2:11][CH2:12][CH2:13]/[CH:14]=[CH:15]\[CH2:16]/[CH:17]=[CH:18]\[CH2:19]/[CH:20]=[CH:21]\[CH2:22][CH2:23][CH2:24][CH2:25][CH3:26]. (8) The product is: [CH3:18][O:17][CH:4]([CH2:5][C:6]1[CH:11]=[CH:10][CH:9]=[C:8]([O:12][CH2:13][CH2:14][CH2:15][O:26][C:20]2[CH:25]=[CH:24][CH:23]=[CH:22][CH:21]=2)[CH:7]=1)[C:3]([OH:2])=[O:19]. Given the reactants C[O:2][C:3](=[O:19])[CH:4]([O:17][CH3:18])[CH2:5][C:6]1[CH:11]=[CH:10][CH:9]=[C:8]([O:12][CH2:13][CH2:14][CH2:15]Br)[CH:7]=1.[C:20]1([OH:26])[CH:25]=[CH:24][CH:23]=[CH:22][CH:21]=1.CO[C@@H](CC1C=CC(OCCCOC2C=CC=CC=2)=CC=1)C(O)=O, predict the reaction product. (9) Given the reactants [F:1][C:2]1[CH:7]=[C:6]([N+:8]([O-:10])=[O:9])[CH:5]=[CH:4][C:3]=1[N:11]1[CH2:16][CH2:15][N:14]([CH:17]([C:21]2[CH:26]=[CH:25][CH:24]=[CH:23][CH:22]=2)[C:18](O)=[O:19])[CH2:13][CH2:12]1.C(N(CC)CC)C.Cl.[CH3:35][O:36][C:37](=[O:42])[C@@H:38]([NH2:41])[CH2:39][OH:40].CN(C(ON1N=NC2C=CC=NC1=2)=[N+](C)C)C.F[P-](F)(F)(F)(F)F.C([O-])(O)=O.[Na+], predict the reaction product. The product is: [CH3:35][O:36][C:37](=[O:42])[CH:38]([NH:41][C:18](=[O:19])[CH:17]([N:14]1[CH2:15][CH2:16][N:11]([C:3]2[CH:4]=[CH:5][C:6]([N+:8]([O-:10])=[O:9])=[CH:7][C:2]=2[F:1])[CH2:12][CH2:13]1)[C:21]1[CH:26]=[CH:25][CH:24]=[CH:23][CH:22]=1)[CH2:39][OH:40]. (10) Given the reactants [N+:1]([C:4]1[CH:5]=[CH:6][C:7]2[O:13][CH2:12][CH2:11][C:10](=[O:14])[NH:9][C:8]=2[CH:15]=1)([O-])=O.CO, predict the reaction product. The product is: [NH2:1][C:4]1[CH:5]=[CH:6][C:7]2[O:13][CH2:12][CH2:11][C:10](=[O:14])[NH:9][C:8]=2[CH:15]=1.